Predict which catalyst facilitates the given reaction. From a dataset of Catalyst prediction with 721,799 reactions and 888 catalyst types from USPTO. (1) Reactant: [C:1]([O:5][C:6](=[O:11])[CH:7]=S(C)C)([CH3:4])([CH3:3])[CH3:2].[CH3:12][C:13](=[O:16])[CH:14]=[CH2:15]. Product: [C:1]([O:5][C:6]([C@@H:7]1[CH2:15][C@H:14]1[C:13](=[O:16])[CH3:12])=[O:11])([CH3:4])([CH3:3])[CH3:2]. The catalyst class is: 4. (2) Reactant: [NH2-].[Na+].Cl.[F:4][C:5]1[CH:10]=[CH:9][C:8]([NH:11][NH2:12])=[CH:7][CH:6]=1.Br[CH2:14][C:15]1[N:16]=[C:17]([CH3:20])[S:18][CH:19]=1. Product: [F:4][C:5]1[CH:10]=[CH:9][C:8]([N:11]([CH2:14][C:15]2[N:16]=[C:17]([CH3:20])[S:18][CH:19]=2)[NH2:12])=[CH:7][CH:6]=1. The catalyst class is: 7. (3) Reactant: [F:1][C:2]1[CH:11]=[CH:10][C:9]([O:12][CH2:13][CH2:14][CH3:15])=[C:8]2[C:3]=1[C:4](=[O:28])[C:5]([C:20]1[CH:25]=[CH:24][C:23]([O:26][CH3:27])=[CH:22][CH:21]=1)=[C:6]([C:16](OC)=[O:17])[NH:7]2.[OH-].[Na+]. Product: [F:1][C:2]1[CH:11]=[CH:10][C:9]([O:12][CH2:13][CH2:14][CH3:15])=[C:8]2[C:3]=1[C:4](=[O:28])[C:5]([C:20]1[CH:21]=[CH:22][C:23]([O:26][CH3:27])=[CH:24][CH:25]=1)=[C:6]([CH2:16][OH:17])[NH:7]2. The catalyst class is: 4. (4) Reactant: [N+](C1C=C[C:7]([O:10][P:11]([C:26]2[CH:31]=[CH:30][CH:29]=[CH:28][CH:27]=2)(=[O:25])[O:12][C:13]2[CH:14]=[C:15]3[C:19](=[CH:20][CH:21]=2)[N:18](C(=O)C)[N:17]=[CH:16]3)=CC=1)([O-])=O.C(O)C.CO.N12CCCN=C1CCCCC2. The catalyst class is: 4. Product: [CH3:7][O:10][P:11]([C:26]1[CH:27]=[CH:28][CH:29]=[CH:30][CH:31]=1)(=[O:25])[O:12][C:13]1[CH:14]=[C:15]2[C:19](=[CH:20][CH:21]=1)[NH:18][N:17]=[CH:16]2.